Dataset: Ames mutagenicity test results for genotoxicity prediction. Task: Regression/Classification. Given a drug SMILES string, predict its toxicity properties. Task type varies by dataset: regression for continuous values (e.g., LD50, hERG inhibition percentage) or binary classification for toxic/non-toxic outcomes (e.g., AMES mutagenicity, cardiotoxicity, hepatotoxicity). Dataset: ames. The drug is O=C(O)c1cc([N+](=O)[O-])cc([N+](=O)[O-])c1. The result is 1 (mutagenic).